From a dataset of Merck oncology drug combination screen with 23,052 pairs across 39 cell lines. Regression. Given two drug SMILES strings and cell line genomic features, predict the synergy score measuring deviation from expected non-interaction effect. (1) Drug 1: Cc1nc(Nc2ncc(C(=O)Nc3c(C)cccc3Cl)s2)cc(N2CCN(CCO)CC2)n1. Cell line: A427. Drug 2: COC1=C2CC(C)CC(OC)C(O)C(C)C=C(C)C(OC(N)=O)C(OC)C=CC=C(C)C(=O)NC(=CC1=O)C2=O. Synergy scores: synergy=28.0. (2) Drug 1: CCC1(O)C(=O)OCc2c1cc1n(c2=O)Cc2cc3c(CN(C)C)c(O)ccc3nc2-1. Drug 2: Cn1cc(-c2cnn3c(N)c(Br)c(C4CCCNC4)nc23)cn1. Cell line: NCIH1650. Synergy scores: synergy=6.94.